Dataset: Full USPTO retrosynthesis dataset with 1.9M reactions from patents (1976-2016). Task: Predict the reactants needed to synthesize the given product. (1) Given the product [CH3:1][C:2]1[N:7]=[C:6]2[N:8]=[C:9]([C:11]3[CH:12]=[C:13]([NH2:17])[CH:14]=[CH:15][CH:16]=3)[O:10][C:5]2=[CH:4][CH:3]=1, predict the reactants needed to synthesize it. The reactants are: [CH3:1][C:2]1[N:7]=[C:6]2[N:8]=[C:9]([C:11]3[CH:16]=[CH:15][CH:14]=[C:13]([N+:17]([O-])=O)[CH:12]=3)[O:10][C:5]2=[CH:4][CH:3]=1.CO.O.[SH-].[Na+]. (2) Given the product [CH3:13][S:14]([C:17]1[CH:18]=[C:19]([C:5]2[C:6]3[S:10][C:9]([CH3:11])=[N:8][C:7]=3[C:2]([NH:26][C:27]3[N:28]=[C:29]([CH3:32])[S:30][CH:31]=3)=[N:3][CH:4]=2)[CH:20]=[CH:21][CH:22]=1)(=[O:16])=[O:15], predict the reactants needed to synthesize it. The reactants are: Cl[C:2]1[C:7]2[N:8]=[C:9]([CH3:11])[S:10][C:6]=2[C:5](I)=[CH:4][N:3]=1.[CH3:13][S:14]([C:17]1[CH:18]=[C:19](B(O)O)[CH:20]=[CH:21][CH:22]=1)(=[O:16])=[O:15].[NH2:26][C:27]1[N:28]=[C:29]([CH3:32])[S:30][CH:31]=1. (3) Given the product [OH:35][NH:36][C:24]([C@@H:19]1[CH2:20][CH2:21][CH2:22][CH2:23][C@H:18]1[NH:17][S:14]([C:11]1[CH:12]=[CH:13][C:8]([O:1][C:2]2[CH:7]=[CH:6][CH:5]=[CH:4][CH:3]=2)=[CH:9][CH:10]=1)(=[O:16])=[O:15])=[O:26], predict the reactants needed to synthesize it. The reactants are: [O:1]([C:8]1[CH:13]=[CH:12][C:11]([S:14]([NH:17][C@@H:18]2[CH2:23][CH2:22][CH2:21][CH2:20][C@H:19]2[C:24]([OH:26])=O)(=[O:16])=[O:15])=[CH:10][CH:9]=1)[C:2]1[CH:7]=[CH:6][CH:5]=[CH:4][CH:3]=1.C(Cl)(=O)C(Cl)=O.C[Si](C)(C)[O:35][NH2:36]. (4) Given the product [CH2:42]([NH:34][C@@H:32]1[CH2:31][CH2:30][C:28]2[N:29]=[C:25]([NH:24][C:1](=[O:23])[CH2:2][CH2:3]/[CH:4]=[CH:5]\[CH2:6]/[CH:7]=[CH:8]\[CH2:9]/[CH:10]=[CH:11]\[CH2:12]/[CH:13]=[CH:14]\[CH2:15]/[CH:16]=[CH:17]\[CH2:18]/[CH:19]=[CH:20]\[CH2:21][CH3:22])[S:26][C:27]=2[CH2:33]1)[CH2:43][CH3:44], predict the reactants needed to synthesize it. The reactants are: [C:1]([NH:24][C:25]1[S:26][C:27]2[CH2:33][C@H:32]([N:34]([CH2:42][CH2:43][CH3:44])C(=O)OC(C)(C)C)[CH2:31][CH2:30][C:28]=2[N:29]=1)(=[O:23])[CH2:2][CH2:3]/[CH:4]=[CH:5]\[CH2:6]/[CH:7]=[CH:8]\[CH2:9]/[CH:10]=[CH:11]\[CH2:12]/[CH:13]=[CH:14]\[CH2:15]/[CH:16]=[CH:17]\[CH2:18]/[CH:19]=[CH:20]\[CH2:21][CH3:22]. (5) Given the product [Cl:2][C:3]1[CH:8]=[CH:7][C:6]([C:9]2([OH:21])[CH2:14][CH2:13][N:12]([CH:15]3[CH:19]([OH:20])[CH2:18][N:17]([C:23]4[C:28]([CH3:29])=[C:27]([CH3:30])[N:26]=[C:25]([C:31]([F:33])([F:34])[F:32])[N:24]=4)[CH2:16]3)[CH2:11][CH2:10]2)=[CH:5][CH:4]=1, predict the reactants needed to synthesize it. The reactants are: Cl.[Cl:2][C:3]1[CH:8]=[CH:7][C:6]([C:9]2([OH:21])[CH2:14][CH2:13][N:12]([C@H:15]3[C@H:19]([OH:20])[CH2:18][NH:17][CH2:16]3)[CH2:11][CH2:10]2)=[CH:5][CH:4]=1.Cl[C:23]1[C:28]([CH3:29])=[C:27]([CH3:30])[N:26]=[C:25]([C:31]([F:34])([F:33])[F:32])[N:24]=1.C(N(C(C)C)CC)(C)C.